The task is: Predict the product of the given reaction.. This data is from Forward reaction prediction with 1.9M reactions from USPTO patents (1976-2016). Given the reactants Cl[C:2]1[CH:3]=[C:4]([CH2:8][CH2:9][CH2:10][N:11]([C@H:25]2[CH2:30][CH2:29][C@H:28](C)[CH2:27][CH2:26]2)[C:12](=[O:24])[NH:13][C:14]2[S:15][C:16]([S:19][CH2:20][C:21]([OH:23])=[O:22])=[CH:17][N:18]=2)[CH:5]=[CH:6][CH:7]=1.[CH3:32][O:33][C@H]1CC[C@H](N)CC1, predict the reaction product. The product is: [CH3:32][O:33][C@H:28]1[CH2:29][CH2:30][C@H:25]([N:11]([CH2:10][CH2:9][CH2:8][C:4]2[CH:3]=[CH:2][CH:7]=[CH:6][CH:5]=2)[C:12](=[O:24])[NH:13][C:14]2[S:15][C:16]([S:19][CH2:20][C:21]([OH:23])=[O:22])=[CH:17][N:18]=2)[CH2:26][CH2:27]1.